Dataset: Full USPTO retrosynthesis dataset with 1.9M reactions from patents (1976-2016). Task: Predict the reactants needed to synthesize the given product. (1) Given the product [C:1]([O:5][C:6](=[O:7])[NH:8][C:9]1[CH:10]=[CH:11][C:12]([CH2:15][C:16](=[O:18])[NH:19][C:20]2[C:21](=[O:30])[N:22]([CH3:29])[C:23](=[O:28])[N:24]([CH3:27])[C:25]=2[NH2:26])=[CH:13][CH:14]=1)([CH3:2])([CH3:3])[CH3:4], predict the reactants needed to synthesize it. The reactants are: [C:1]([O:5][C:6]([NH:8][C:9]1[CH:14]=[CH:13][C:12]([CH2:15][C:16]([OH:18])=O)=[CH:11][CH:10]=1)=[O:7])([CH3:4])([CH3:3])[CH3:2].[NH2:19][C:20]1[C:21](=[O:30])[N:22]([CH3:29])[C:23](=[O:28])[N:24]([CH3:27])[C:25]=1[NH2:26].Cl.CN(C)CCCN=C=NCC. (2) Given the product [F:1][C:2]1[CH:7]=[CH:6][C:5]([C:8](=[O:23])[CH2:9][N:10]2[CH2:11][CH2:12][NH:13][CH2:14][CH2:15]2)=[CH:4][CH:3]=1, predict the reactants needed to synthesize it. The reactants are: [F:1][C:2]1[CH:7]=[CH:6][C:5]([C:8](=[O:23])[CH2:9][N:10]2[CH2:15][CH2:14][N:13](C(OC(C)(C)C)=O)[CH2:12][CH2:11]2)=[CH:4][CH:3]=1.Cl. (3) Given the product [NH2:1][C:2]1[N:6]([CH3:7])[N:5]=[C:4]([O:8][CH2:25][CH2:24][O:23][CH3:22])[C:3]=1[C:9]1[CH:14]=[CH:13][C:12]([CH3:15])=[CH:11][CH:10]=1, predict the reactants needed to synthesize it. The reactants are: [NH2:1][C:2]1[N:6]([CH3:7])[N:5]=[C:4]([OH:8])[C:3]=1[C:9]1[CH:14]=[CH:13][C:12]([CH3:15])=[CH:11][CH:10]=1.C(=O)([O-])[O-].[K+].[K+].[CH3:22][O:23][CH2:24][CH2:25]Br. (4) Given the product [CH3:42][C:41]1[C:40]2[C:35](=[CH:36][CH:37]=[CH:38][CH:39]=2)[N:34]([C:27]2[CH:28]=[C:23]([C:14]3[C:15]4[C:10](=[CH:9][C:8]([O:7][CH3:6])=[C:17]5[O:18][C:19]([CH3:21])([CH3:22])[CH2:20][C:16]5=4)[CH2:11][C:12]([CH3:31])([CH3:30])[N:13]=3)[CH:24]=[CH:25][N:26]=2)[C:2](=[O:5])[CH:3]=1, predict the reactants needed to synthesize it. The reactants are: Br.[C:2]([OH:5])(=O)[CH3:3].[CH3:6][O:7][C:8]1[CH:9]=[C:10]2[C:15](=[C:16]3[CH2:20][C:19]([CH3:22])([CH3:21])[O:18][C:17]=13)[C:14]([C:23]1[CH:28]=[CH:27][N+:26]([O-])=[CH:25][CH:24]=1)=[N:13][C:12]([CH3:31])([CH3:30])[CH2:11]2.ClC1[CH:42]=[C:41](C)[C:40]2[C:35](=[CH:36][CH:37]=[CH:38][CH:39]=2)[N:34]=1.N. (5) Given the product [Cl:20][C:21]1[CH:31]=[CH:30][C:24]2[N:25]([CH3:29])[C:26](=[O:28])[N:27]([CH2:2][C:3]([N:5]3[CH2:10][CH2:9][N:8]([C:11]4[CH:16]=[CH:15][C:14]([Cl:17])=[C:13]([O:18][CH3:19])[CH:12]=4)[CH2:7][CH2:6]3)=[O:4])[C:23]=2[CH:22]=1, predict the reactants needed to synthesize it. The reactants are: Cl[CH2:2][C:3]([N:5]1[CH2:10][CH2:9][N:8]([C:11]2[CH:16]=[CH:15][C:14]([Cl:17])=[C:13]([O:18][CH3:19])[CH:12]=2)[CH2:7][CH2:6]1)=[O:4].[Cl:20][C:21]1[CH:31]=[CH:30][C:24]2[N:25]([CH3:29])[C:26](=[O:28])[NH:27][C:23]=2[CH:22]=1.C([O-])([O-])=O.[K+].[K+]. (6) Given the product [C:31]([O:30][C@@H:29]1[C@@H:34]([O:35][CH2:36][CH:37]=[CH2:38])[C@H:39]([O:40][CH2:41][C:42]2[CH:43]=[CH:44][CH:45]=[CH:46][CH:47]=2)[C@@H:48]([CH2:50][O:51][CH2:52][C:53]2[CH:58]=[CH:57][CH:56]=[CH:55][CH:54]=2)[O:49][C@H:28]1[O:8][CH2:1][C:2]1[CH:7]=[CH:6][CH:5]=[CH:4][CH:3]=1)(=[O:33])[CH3:32], predict the reactants needed to synthesize it. The reactants are: [CH2:1]([OH:8])[C:2]1[CH:7]=[CH:6][CH:5]=[CH:4][CH:3]=1.[Si](OS(C(F)(F)F)(=O)=O)(CC)(CC)CC.ClC(Cl)(Cl)C(=N)O[C@H:28]1[O:49][C@H:48]([CH2:50][O:51][CH2:52][C:53]2[CH:58]=[CH:57][CH:56]=[CH:55][CH:54]=2)[C@@H:39]([O:40][CH2:41][C:42]2[CH:47]=[CH:46][CH:45]=[CH:44][CH:43]=2)[C@H:34]([O:35][CH2:36][CH:37]=[CH2:38])[C@H:29]1[O:30][C:31](=[O:33])[CH3:32].C(N(CC)CC)C. (7) The reactants are: [Cl:1][C:2]1[CH:27]=[CH:26][C:5]([CH2:6][N:7]2[C:15]3[C:10](=[CH:11][C:12]([CH:16]=[C:17]4[S:21][C:20](SCC)=[N:19][C:18]4=[O:25])=[CH:13][CH:14]=3)[CH:9]=[N:8]2)=[C:4]([C:28]([F:31])([F:30])[F:29])[CH:3]=1.[NH:32]1[CH2:37][CH2:36][CH:35]([C:38]([OH:40])=[O:39])[CH2:34][CH2:33]1. Given the product [Cl:1][C:2]1[CH:27]=[CH:26][C:5]([CH2:6][N:7]2[C:15]3[C:10](=[CH:11][C:12]([CH:16]=[C:17]4[S:21][C:20]([N:32]5[CH2:37][CH2:36][CH:35]([C:38]([OH:40])=[O:39])[CH2:34][CH2:33]5)=[N:19][C:18]4=[O:25])=[CH:13][CH:14]=3)[CH:9]=[N:8]2)=[C:4]([C:28]([F:29])([F:30])[F:31])[CH:3]=1, predict the reactants needed to synthesize it. (8) Given the product [Cl:14][C:12]1[S:11][C:9]2[NH:10][C:6]([C:4]([N:19]3[CH2:20][CH2:21][N:16]([CH3:15])[CH2:17][CH2:18]3)=[O:5])=[CH:7][C:8]=2[CH:13]=1, predict the reactants needed to synthesize it. The reactants are: C(O[C:4]([C:6]1[NH:10][C:9]2[S:11][C:12]([Cl:14])=[CH:13][C:8]=2[CH:7]=1)=[O:5])C.[CH3:15][N:16]1[CH2:21][CH2:20][NH:19][CH2:18][CH2:17]1. (9) Given the product [CH:1]1([CH2:7][CH2:8][CH2:9][C@@H:10]([C:19]2[O:23][N:22]=[C:21]([CH2:24][N:25]([CH3:30])[S:26]([CH3:29])(=[O:28])=[O:27])[N:20]=2)[CH2:11][C:12]([OH:14])=[O:13])[CH2:6][CH2:5][CH2:4][CH2:3][CH2:2]1, predict the reactants needed to synthesize it. The reactants are: [CH:1]1([CH2:7][CH2:8][CH2:9][C@@H:10]([C:19]2[O:23][N:22]=[C:21]([CH2:24][N:25]([CH3:30])[S:26]([CH3:29])(=[O:28])=[O:27])[N:20]=2)[CH2:11][C:12]([O:14]C(C)(C)C)=[O:13])[CH2:6][CH2:5][CH2:4][CH2:3][CH2:2]1.